Dataset: Forward reaction prediction with 1.9M reactions from USPTO patents (1976-2016). Task: Predict the product of the given reaction. (1) Given the reactants [C:1]([NH:4][O:5][CH2:6][CH2:7][NH:8][C:9](=[O:35])[CH2:10][C:11]1[C:16]([C:17]#[N:18])=[CH:15][CH:14]=[C:13]([NH:19][CH2:20][C:21]([F:33])([F:32])[C:22]2[CH:27]=[CH:26][CH:25]=[CH:24][C:23]=2[S:28]([CH3:31])(=[O:30])=[O:29])[C:12]=1[F:34])(=[NH:3])[NH2:2].[ClH:36], predict the reaction product. The product is: [ClH:36].[C:1]([NH:4][O:5][CH2:6][CH2:7][NH:8][C:9](=[O:35])[CH2:10][C:11]1[C:16]([C:17]#[N:18])=[CH:15][CH:14]=[C:13]([NH:19][CH2:20][C:21]([F:32])([F:33])[C:22]2[CH:27]=[CH:26][CH:25]=[CH:24][C:23]=2[S:28]([CH3:31])(=[O:30])=[O:29])[C:12]=1[F:34])(=[NH:2])[NH2:3]. (2) Given the reactants Cl[C:2]1[CH:7]=[CH:6][C:5]([S:8]([CH3:11])(=[O:10])=[O:9])=[CH:4][C:3]=1[N+:12]([O-:14])=[O:13].[NH2:15][C:16]1[CH:21]=[CH:20][C:19]([CH2:22][CH2:23][OH:24])=[CH:18][CH:17]=1.C([O-])([O-])=O.[Na+].[Na+], predict the reaction product. The product is: [CH3:11][S:8]([C:5]1[CH:6]=[CH:7][C:2]([NH:15][C:16]2[CH:21]=[CH:20][C:19]([CH2:22][CH2:23][OH:24])=[CH:18][CH:17]=2)=[C:3]([N+:12]([O-:14])=[O:13])[CH:4]=1)(=[O:10])=[O:9]. (3) Given the reactants [Cl-].O[NH3+:3].[C:4](=[O:7])([O-])[OH:5].[Na+].CS(C)=O.[F:13][C:14]1[CH:15]=[C:16]([N:21]2[C:26](=[O:27])[C:25]([CH2:28][C:29]3[CH:34]=[CH:33][C:32]([C:35]4[C:36]([C:41]#[N:42])=[CH:37][CH:38]=[CH:39][CH:40]=4)=[CH:31][CH:30]=3)=[C:24]([CH2:43][CH2:44][CH3:45])[N:23]=[C:22]2[CH3:46])[CH:17]=[CH:18][C:19]=1[OH:20], predict the reaction product. The product is: [F:13][C:14]1[CH:15]=[C:16]([N:21]2[C:26](=[O:27])[C:25]([CH2:28][C:29]3[CH:34]=[CH:33][C:32]([C:35]4[CH:40]=[CH:39][CH:38]=[CH:37][C:36]=4[C:41]4[NH:3][C:4](=[O:7])[O:5][N:42]=4)=[CH:31][CH:30]=3)=[C:24]([CH2:43][CH2:44][CH3:45])[N:23]=[C:22]2[CH3:46])[CH:17]=[CH:18][C:19]=1[OH:20].